Dataset: Reaction yield outcomes from USPTO patents with 853,638 reactions. Task: Predict the reaction yield, written as a fraction of the theoretical maximum amount of product (1.0 means a 100% yield; for example, 0.34 means a 34% yield). (1) The reactants are [F:1][C:2]1([F:23])[O:6][C:5]2[CH:7]=[CH:8][CH:9]=[C:10]([N:11]3[CH:16]=[C:15]([O:17][CH3:18])[C:14](=[O:19])[C:13]([C:20](O)=[O:21])=[N:12]3)[C:4]=2[O:3]1.C1C=CC2N(O)N=NC=2C=1.CCN=C=NCCCN(C)C.Cl.[CH3:46][NH:47][O:48][CH3:49].CCN(CC)CC. The catalyst is CN(C=O)C.O. The product is [F:23][C:2]1([F:1])[O:6][C:5]2[CH:7]=[CH:8][CH:9]=[C:10]([N:11]3[CH:16]=[C:15]([O:17][CH3:18])[C:14](=[O:19])[C:13]([C:20]([N:47]([O:48][CH3:49])[CH3:46])=[O:21])=[N:12]3)[C:4]=2[O:3]1. The yield is 0.620. (2) The catalyst is CN(C=O)C.CCOC(C)=O. The yield is 0.320. The reactants are FC(F)(F)C(O)=O.[O:8]1[CH2:13][CH2:12][CH:11]([C:14]2[CH:19]=[CH:18][N:17]=[C:16]([CH2:20][C:21]([OH:23])=O)[CH:15]=2)[CH2:10][CH2:9]1.[NH2:24][C:25]1[N:30]=[N:29][C:28]([CH2:31][CH2:32][CH2:33][CH2:34][N:35]2[CH:39]=[C:38]([C:40]([NH:42][CH3:43])=[O:41])[N:37]=[N:36]2)=[CH:27][CH:26]=1.C(P1(=O)OP(CCC)(=O)OP(CCC)(=O)O1)CC. The product is [CH3:43][NH:42][C:40]([C:38]1[N:37]=[N:36][N:35]([CH2:34][CH2:33][CH2:32][CH2:31][C:28]2[N:29]=[N:30][C:25]([NH:24][C:21](=[O:23])[CH2:20][C:16]3[CH:15]=[C:14]([CH:11]4[CH2:10][CH2:9][O:8][CH2:13][CH2:12]4)[CH:19]=[CH:18][N:17]=3)=[CH:26][CH:27]=2)[CH:39]=1)=[O:41]. (3) The reactants are [C:1]([O:5][C:6]([N:8]1[CH2:13][CH2:12][NH:11][CH2:10][CH2:9]1)=[O:7])([CH3:4])([CH3:3])[CH3:2].[CH2:14]([O:16][C:17](=[O:27])[C:18]1[CH:23]=[CH:22][C:21]([CH2:24]Br)=[C:20]([Br:26])[CH:19]=1)[CH3:15].O. The catalyst is C1COCC1. The product is [C:1]([O:5][C:6]([N:8]1[CH2:13][CH2:12][N:11]([CH2:24][C:21]2[CH:22]=[CH:23][C:18]([C:17]([O:16][CH2:14][CH3:15])=[O:27])=[CH:19][C:20]=2[Br:26])[CH2:10][CH2:9]1)=[O:7])([CH3:4])([CH3:2])[CH3:3]. The yield is 0.400. (4) The reactants are Cl[C:2]1[CH:7]=[CH:6][C:5]([N:8]([C@H:12]2[C:21]3[C:16](=[CH:17][CH:18]=[CH:19][CH:20]=3)[N:15]([C:22](=[O:31])[C:23]3[CH:28]=[CH:27][C:26]([O:29][CH3:30])=[CH:25][CH:24]=3)[C@@H:14]([CH3:32])[CH2:13]2)[C:9](=[O:11])[CH3:10])=[CH:4][CH:3]=1. The catalyst is CO.[Pd]. The product is [CH3:30][O:29][C:26]1[CH:27]=[CH:28][C:23]([C:22]([N:15]2[C:16]3[C:21](=[CH:20][CH:19]=[CH:18][CH:17]=3)[C@H:12]([N:8]([C:5]3[CH:4]=[CH:3][CH:2]=[CH:7][CH:6]=3)[C:9](=[O:11])[CH3:10])[CH2:13][C@@H:14]2[CH3:32])=[O:31])=[CH:24][CH:25]=1. The yield is 0.950.